This data is from Full USPTO retrosynthesis dataset with 1.9M reactions from patents (1976-2016). The task is: Predict the reactants needed to synthesize the given product. Given the product [CH2:8]([N:3]([CH2:4][CH:5]=[CH2:13])[C:6]1[CH:7]=[CH:30][C:29](/[CH:28]=[CH:27]/[CH:26]=[CH:25]/[C:23]2[S:24][C:20]3[CH:19]=[C:18]([O:37][CH3:38])[C:17]([O:16][CH3:15])=[CH:36][C:21]=3[N:22]=2)=[CH:34][N:33]=1)[CH:9]=[CH2:10], predict the reactants needed to synthesize it. The reactants are: C([N:3]([CH2:6][CH3:7])[CH2:4][CH3:5])C.[CH2:8](Br)[CH:9]=[CH2:10].Cl[CH2:13]Cl.[CH3:15][O:16][C:17]1[C:18]([O:37][CH3:38])=[CH:19][C:20]2[S:24][C:23](/[CH:25]=[CH:26]/[CH:27]=[CH:28]/[C:29]3[CH:30]=CC(N)=[N:33][CH:34]=3)=[N:22][C:21]=2[CH:36]=1.